Dataset: Forward reaction prediction with 1.9M reactions from USPTO patents (1976-2016). Task: Predict the product of the given reaction. (1) Given the reactants ClC1C=CC(C2C3CN([C:16]4[N:25]=[C:24]5[C:19]([C:20](=[O:37])[C:21]([C:34]([OH:36])=[O:35])=[CH:22][N:23]5[C:26]5[CH:31]=[CH:30][C:29]([F:32])=[CH:28][C:27]=5[F:33])=[CH:18][C:17]=4[F:38])CC3ON=2)=CC=1.C(O)(C(F)(F)F)=O.FC(F)(F)C(O)=O.[F:53][C:54]([F:70])([F:69])[C:55]1[N:60]=[CH:59][C:58]([C:61]2[C@@H:65]3[CH2:66][NH:67][CH2:68][C@@H:64]3[O:63][N:62]=2)=[CH:57][CH:56]=1, predict the reaction product. The product is: [F:33][C:27]1[CH:28]=[C:29]([F:32])[CH:30]=[CH:31][C:26]=1[N:23]1[C:24]2[C:19](=[CH:18][C:17]([F:38])=[C:16]([N:67]3[CH2:68][CH:64]4[CH:65]([C:61]([C:58]5[CH:59]=[N:60][C:55]([C:54]([F:69])([F:53])[F:70])=[CH:56][CH:57]=5)=[N:62][O:63]4)[CH2:66]3)[N:25]=2)[C:20](=[O:37])[C:21]([C:34]([OH:36])=[O:35])=[CH:22]1. (2) Given the reactants [OH:1][C:2]1[CH:7]=[C:6]([OH:8])[CH:5]=[CH:4][C:3]=1[C:9](=O)[CH3:10].Cl.[NH2:13][OH:14].C1(C)C=CC=CC=1, predict the reaction product. The product is: [OH:1][C:2]1[CH:7]=[C:6]([OH:8])[CH:5]=[CH:4][C:3]=1/[C:9](=[N:13]\[OH:14])/[CH3:10]. (3) Given the reactants [F:1][C:2]1[CH:3]=[C:4]([N+:12]([O-:14])=[O:13])[C:5]([CH3:11])=[C:6]([CH:10]=1)[C:7](O)=[O:8].B.C1COCC1, predict the reaction product. The product is: [F:1][C:2]1[CH:3]=[C:4]([N+:12]([O-:14])=[O:13])[C:5]([CH3:11])=[C:6]([CH2:7][OH:8])[CH:10]=1. (4) Given the reactants CC(C)([O-])C.[K+].C(O)(C)(C)C.[CH2:12]([O:14][C:15](=[O:21])[CH2:16][C:17](=[O:20])[CH2:18][CH3:19])[CH3:13].Br[CH2:23][C:24]1[CH:36]=[CH:35][C:27]([C:28]([NH:30][CH:31]2[CH2:34][CH2:33][CH2:32]2)=[O:29])=[CH:26][C:25]=1[Cl:37], predict the reaction product. The product is: [CH2:12]([O:14][C:15](=[O:21])[CH:16]([CH2:23][C:24]1[CH:36]=[CH:35][C:27]([C:28](=[O:29])[NH:30][CH:31]2[CH2:34][CH2:33][CH2:32]2)=[CH:26][C:25]=1[Cl:37])[C:17](=[O:20])[CH2:18][CH3:19])[CH3:13]. (5) Given the reactants [CH3:1][C:2]1([CH3:10])[O:7][C:6](=[O:8])[CH2:5][C:4](=[O:9])[O:3]1.[CH:11](OCC)(OCC)OCC.[N:21]1[CH:26]=[CH:25][C:24]([NH2:27])=[CH:23][CH:22]=1, predict the reaction product. The product is: [CH3:1][C:2]1([CH3:10])[O:7][C:6](=[O:8])[C:5](=[CH:11][NH:27][C:24]2[CH:25]=[CH:26][N:21]=[CH:22][CH:23]=2)[C:4](=[O:9])[O:3]1.